From a dataset of NCI-60 drug combinations with 297,098 pairs across 59 cell lines. Regression. Given two drug SMILES strings and cell line genomic features, predict the synergy score measuring deviation from expected non-interaction effect. (1) Cell line: OVCAR-4. Drug 1: C1CC(=O)NC(=O)C1N2C(=O)C3=CC=CC=C3C2=O. Synergy scores: CSS=3.48, Synergy_ZIP=-1.10, Synergy_Bliss=2.01, Synergy_Loewe=-2.86, Synergy_HSA=0.379. Drug 2: CC1=C(C(=O)C2=C(C1=O)N3CC4C(C3(C2COC(=O)N)OC)N4)N. (2) Drug 1: CC1=C(C=C(C=C1)NC2=NC=CC(=N2)N(C)C3=CC4=NN(C(=C4C=C3)C)C)S(=O)(=O)N.Cl. Drug 2: CCC1(C2=C(COC1=O)C(=O)N3CC4=CC5=C(C=CC(=C5CN(C)C)O)N=C4C3=C2)O.Cl. Cell line: UO-31. Synergy scores: CSS=18.6, Synergy_ZIP=-5.45, Synergy_Bliss=0.112, Synergy_Loewe=-20.5, Synergy_HSA=1.86. (3) Drug 1: CCCCCOC(=O)NC1=NC(=O)N(C=C1F)C2C(C(C(O2)C)O)O. Drug 2: C#CCC(CC1=CN=C2C(=N1)C(=NC(=N2)N)N)C3=CC=C(C=C3)C(=O)NC(CCC(=O)O)C(=O)O. Cell line: T-47D. Synergy scores: CSS=-1.02, Synergy_ZIP=3.87, Synergy_Bliss=2.34, Synergy_Loewe=-2.26, Synergy_HSA=-3.67. (4) Drug 1: C1C(C(OC1N2C=NC3=C2NC=NCC3O)CO)O. Drug 2: C(CCl)NC(=O)N(CCCl)N=O. Cell line: OVCAR3. Synergy scores: CSS=3.01, Synergy_ZIP=8.85, Synergy_Bliss=6.74, Synergy_Loewe=2.62, Synergy_HSA=2.84. (5) Drug 1: COC1=CC(=CC(=C1O)OC)C2C3C(COC3=O)C(C4=CC5=C(C=C24)OCO5)OC6C(C(C7C(O6)COC(O7)C8=CC=CS8)O)O. Drug 2: C1=CC=C(C(=C1)C(C2=CC=C(C=C2)Cl)C(Cl)Cl)Cl. Cell line: U251. Synergy scores: CSS=48.0, Synergy_ZIP=4.88, Synergy_Bliss=7.66, Synergy_Loewe=-30.7, Synergy_HSA=8.31. (6) Drug 1: C1CCC(C1)C(CC#N)N2C=C(C=N2)C3=C4C=CNC4=NC=N3. Drug 2: C1=NC2=C(N1)C(=S)N=C(N2)N. Cell line: SR. Synergy scores: CSS=78.1, Synergy_ZIP=3.28, Synergy_Bliss=1.89, Synergy_Loewe=-0.977, Synergy_HSA=2.46. (7) Drug 1: CC1=CC=C(C=C1)C2=CC(=NN2C3=CC=C(C=C3)S(=O)(=O)N)C(F)(F)F. Drug 2: C1C(C(OC1N2C=NC(=NC2=O)N)CO)O. Cell line: SF-295. Synergy scores: CSS=-3.09, Synergy_ZIP=2.48, Synergy_Bliss=1.03, Synergy_Loewe=-5.79, Synergy_HSA=-4.45.